Dataset: NCI-60 drug combinations with 297,098 pairs across 59 cell lines. Task: Regression. Given two drug SMILES strings and cell line genomic features, predict the synergy score measuring deviation from expected non-interaction effect. (1) Drug 1: CC1CCC2CC(C(=CC=CC=CC(CC(C(=O)C(C(C(=CC(C(=O)CC(OC(=O)C3CCCCN3C(=O)C(=O)C1(O2)O)C(C)CC4CCC(C(C4)OC)OP(=O)(C)C)C)C)O)OC)C)C)C)OC. Drug 2: CC1CC(C(C(C=C(C(C(C=CC=C(C(=O)NC2=CC(=O)C(=C(C1)C2=O)OC)C)OC)OC(=O)N)C)C)O)OC. Cell line: HT29. Synergy scores: CSS=61.9, Synergy_ZIP=-0.215, Synergy_Bliss=-2.08, Synergy_Loewe=1.39, Synergy_HSA=2.09. (2) Drug 1: CCCCCOC(=O)NC1=NC(=O)N(C=C1F)C2C(C(C(O2)C)O)O. Drug 2: CC1C(C(CC(O1)OC2CC(CC3=C2C(=C4C(=C3O)C(=O)C5=CC=CC=C5C4=O)O)(C(=O)C)O)N)O. Cell line: RXF 393. Synergy scores: CSS=41.3, Synergy_ZIP=-3.10, Synergy_Bliss=-5.06, Synergy_Loewe=-56.6, Synergy_HSA=-4.17.